This data is from Forward reaction prediction with 1.9M reactions from USPTO patents (1976-2016). The task is: Predict the product of the given reaction. (1) Given the reactants [F:1][C:2]1[CH:7]=[CH:6][C:5]([C:8]2[O:9][C:10]3[CH:20]=[CH:19][C:18]([C:21]4[C:22]([CH3:33])=[CH:23][C:24]([O:31][CH3:32])=[C:25]([CH:30]=4)[C:26]([O:28]C)=[O:27])=[CH:17][C:11]=3[C:12]=2[C:13](=[O:16])[NH:14][CH3:15])=[CH:4][CH:3]=1.[OH-].[Na+], predict the reaction product. The product is: [F:1][C:2]1[CH:3]=[CH:4][C:5]([C:8]2[O:9][C:10]3[CH:20]=[CH:19][C:18]([C:21]4[C:22]([CH3:33])=[CH:23][C:24]([O:31][CH3:32])=[C:25]([CH:30]=4)[C:26]([OH:28])=[O:27])=[CH:17][C:11]=3[C:12]=2[C:13](=[O:16])[NH:14][CH3:15])=[CH:6][CH:7]=1. (2) Given the reactants O=[C:2]1[CH2:7][CH2:6][N:5]([C:8]([O:10][C:11]([CH3:14])([CH3:13])[CH3:12])=[O:9])[CH2:4][CH2:3]1.BrBr.[NH2:17][C:18]([NH2:20])=[S:19].C([O-])([O-])=O.[Na+].[Na+], predict the reaction product. The product is: [NH2:20][C:18]1[S:19][C:3]2[CH2:4][N:5]([C:8]([O:10][C:11]([CH3:14])([CH3:13])[CH3:12])=[O:9])[CH2:6][CH2:7][C:2]=2[N:17]=1. (3) The product is: [F:1][C:2]1[C:3](=[N:20][C:21](=[O:23])[CH3:22])[N:4]([CH3:24])[C:5](=[O:19])[N:6]([S:8]([C:11]2[CH:12]=[CH:13][C:14]([O:17][CH3:18])=[CH:15][CH:16]=2)(=[O:9])=[O:10])[CH:7]=1. Given the reactants [F:1][C:2]1[C:3](=[N:20][C:21](=[O:23])[CH3:22])[NH:4][C:5](=[O:19])[N:6]([S:8]([C:11]2[CH:16]=[CH:15][C:14]([O:17][CH3:18])=[CH:13][CH:12]=2)(=[O:10])=[O:9])[CH:7]=1.[CH3:24]N(C)C=O.C(=O)([O-])[O-].[Li+].[Li+].IC, predict the reaction product. (4) Given the reactants [Cl:1][C:2]1[N:7]=[C:6]([C:8]2[S:12][C:11]([N:13]3[CH2:18][CH2:17]N(C)C[CH2:14]3)=[N:10][C:9]=2[C:20]2[CH:21]=[C:22]([NH:26][C:27](=[O:36])[C:28]3[C:33]([F:34])=[CH:32][CH:31]=[CH:30][C:29]=3[F:35])[CH:23]=[CH:24][CH:25]=2)[CH:5]=[CH:4][N:3]=1.C1C(=O)N(Br)C(=O)C1.N1(C(=S)N)CCC1, predict the reaction product. The product is: [N:13]1([C:11]2[S:12][C:8]([C:6]3[CH:5]=[CH:4][N:3]=[C:2]([Cl:1])[N:7]=3)=[C:9]([C:20]3[CH:21]=[C:22]([NH:26][C:27](=[O:36])[C:28]4[C:29]([F:35])=[CH:30][CH:31]=[CH:32][C:33]=4[F:34])[CH:23]=[CH:24][CH:25]=3)[N:10]=2)[CH2:18][CH2:17][CH2:14]1. (5) The product is: [O:1]1[CH2:5][CH2:4][O:3][CH:2]1[C:6]1[CH:13]=[CH:12][C:9]([C:10](=[O:26])[CH2:14][C:15]2[CH:20]=[CH:19][CH:18]=[CH:17][CH:16]=2)=[CH:8][CH:7]=1. Given the reactants [O:1]1[CH2:5][CH2:4][O:3][CH:2]1[C:6]1[CH:13]=[CH:12][C:9]([C:10]#N)=[CH:8][CH:7]=1.[CH2:14]([Mg]Cl)[C:15]1[CH:20]=[CH:19][CH:18]=[CH:17][CH:16]=1.C1C[O:26]CC1, predict the reaction product. (6) The product is: [F:21][C:22]1[CH:23]=[CH:24][C:25]([C:31]([F:32])([F:33])[F:34])=[C:26]([CH:30]=1)[C:27]([NH:2][C:3]1[CH:4]=[CH:5][C:6]2[CH2:12][O:13][B:9]([OH:11])[C:7]=2[CH:8]=1)=[O:28]. Given the reactants Cl.[NH2:2][C:3]1[CH:4]=[CH:5][C:6]([CH2:12][OH:13])=[C:7]([B:9]([OH:11])O)[CH:8]=1.C(N(CC)CC)C.[F:21][C:22]1[CH:23]=[CH:24][C:25]([C:31]([F:34])([F:33])[F:32])=[C:26]([CH:30]=1)[C:27](Cl)=[O:28].Cl, predict the reaction product. (7) Given the reactants Br[C:2]1[CH:9]=[C:8]([CH3:10])[C:7]([O:11][CH2:12][CH3:13])=[CH:6][C:3]=1[CH:4]=[O:5].C1(P(C2CCCCC2)C2C=CC=CC=2C2C(OC)=CC=CC=2OC)CCCCC1.[F:43][C:44]1[C:49]([F:50])=[C:48]([F:51])[CH:47]=[CH:46][C:45]=1B(O)O, predict the reaction product. The product is: [CH2:12]([O:11][C:7]1[CH:6]=[C:3]([CH:4]=[O:5])[C:2]([C:47]2[CH:46]=[CH:45][C:44]([F:43])=[C:49]([F:50])[C:48]=2[F:51])=[CH:9][C:8]=1[CH3:10])[CH3:13]. (8) Given the reactants [C:1]([O:5][C:6](=[O:25])[N:7]([CH2:23][CH3:24])[CH2:8][CH2:9][N:10]1[CH2:15][CH2:14][C:13]2[NH:16][C:17]([CH:20]=O)=[C:18]([CH3:19])[C:12]=2[C:11]1=[O:22])([CH3:4])([CH3:3])[CH3:2].[F:26][C:27]1[CH:28]=[C:29]2[C:33](=[CH:34][CH:35]=1)N[C:31](=[O:36])[CH2:30]2.N1CCCC[CH2:38]1, predict the reaction product. The product is: [C:1]([O:5][C:6](=[O:25])[N:7]([CH2:23][CH3:24])[CH2:8][CH2:9][N:10]1[CH2:15][CH2:14][C:13]2[NH:16][C:17]([CH:20]=[C:30]3[C:29]4[C:33](=[CH:34][CH:35]=[C:27]([F:26])[CH:28]=4)[CH2:38][C:31]3=[O:36])=[C:18]([CH3:19])[C:12]=2[C:11]1=[O:22])([CH3:4])([CH3:3])[CH3:2]. (9) Given the reactants [CH2:1]([O:5][C:6]([C:8]1[N:9]=[C:10](O)[C:11]2[C:16]([C:17]=1[OH:18])=[CH:15][CH:14]=[CH:13][CH:12]=2)=[O:7])[CH2:2][CH2:3][CH3:4].P(Br)(Br)([Br:22])=O.O, predict the reaction product. The product is: [CH2:1]([O:5][C:6]([C:8]1[N:9]=[C:10]([Br:22])[C:11]2[C:16]([C:17]=1[OH:18])=[CH:15][CH:14]=[CH:13][CH:12]=2)=[O:7])[CH2:2][CH2:3][CH3:4].